From a dataset of NCI-60 drug combinations with 297,098 pairs across 59 cell lines. Regression. Given two drug SMILES strings and cell line genomic features, predict the synergy score measuring deviation from expected non-interaction effect. (1) Drug 1: CC1=CC=C(C=C1)C2=CC(=NN2C3=CC=C(C=C3)S(=O)(=O)N)C(F)(F)F. Drug 2: CCC1(CC2CC(C3=C(CCN(C2)C1)C4=CC=CC=C4N3)(C5=C(C=C6C(=C5)C78CCN9C7C(C=CC9)(C(C(C8N6C=O)(C(=O)OC)O)OC(=O)C)CC)OC)C(=O)OC)O.OS(=O)(=O)O. Cell line: IGROV1. Synergy scores: CSS=10.4, Synergy_ZIP=-7.57, Synergy_Bliss=-7.96, Synergy_Loewe=-23.0, Synergy_HSA=-8.05. (2) Drug 1: CC1=C(C=C(C=C1)C(=O)NC2=CC(=CC(=C2)C(F)(F)F)N3C=C(N=C3)C)NC4=NC=CC(=N4)C5=CN=CC=C5. Drug 2: CCC1(C2=C(COC1=O)C(=O)N3CC4=CC5=C(C=CC(=C5CN(C)C)O)N=C4C3=C2)O.Cl. Cell line: OVCAR-5. Synergy scores: CSS=4.66, Synergy_ZIP=-3.13, Synergy_Bliss=-1.54, Synergy_Loewe=-26.6, Synergy_HSA=-6.85. (3) Drug 1: CCCCC(=O)OCC(=O)C1(CC(C2=C(C1)C(=C3C(=C2O)C(=O)C4=C(C3=O)C=CC=C4OC)O)OC5CC(C(C(O5)C)O)NC(=O)C(F)(F)F)O. Drug 2: CCC1(C2=C(COC1=O)C(=O)N3CC4=CC5=C(C=CC(=C5CN(C)C)O)N=C4C3=C2)O.Cl. Cell line: NCI-H226. Synergy scores: CSS=26.8, Synergy_ZIP=-8.01, Synergy_Bliss=0.488, Synergy_Loewe=2.44, Synergy_HSA=3.74. (4) Drug 1: CS(=O)(=O)CCNCC1=CC=C(O1)C2=CC3=C(C=C2)N=CN=C3NC4=CC(=C(C=C4)OCC5=CC(=CC=C5)F)Cl. Drug 2: CC12CCC3C(C1CCC2OP(=O)(O)O)CCC4=C3C=CC(=C4)OC(=O)N(CCCl)CCCl.[Na+]. Cell line: LOX IMVI. Synergy scores: CSS=-4.47, Synergy_ZIP=2.06, Synergy_Bliss=-1.42, Synergy_Loewe=-3.43, Synergy_HSA=-5.71. (5) Cell line: CAKI-1. Drug 1: CN1C(=O)N2C=NC(=C2N=N1)C(=O)N. Synergy scores: CSS=-0.268, Synergy_ZIP=5.46, Synergy_Bliss=2.05, Synergy_Loewe=-1.75, Synergy_HSA=-6.82. Drug 2: CNC(=O)C1=NC=CC(=C1)OC2=CC=C(C=C2)NC(=O)NC3=CC(=C(C=C3)Cl)C(F)(F)F. (6) Drug 1: CCCS(=O)(=O)NC1=C(C(=C(C=C1)F)C(=O)C2=CNC3=C2C=C(C=N3)C4=CC=C(C=C4)Cl)F. Drug 2: CCC1(CC2CC(C3=C(CCN(C2)C1)C4=CC=CC=C4N3)(C5=C(C=C6C(=C5)C78CCN9C7C(C=CC9)(C(C(C8N6C=O)(C(=O)OC)O)OC(=O)C)CC)OC)C(=O)OC)O.OS(=O)(=O)O. Cell line: KM12. Synergy scores: CSS=47.5, Synergy_ZIP=2.14, Synergy_Bliss=2.28, Synergy_Loewe=-65.1, Synergy_HSA=-0.291. (7) Drug 1: CN1CCC(CC1)COC2=C(C=C3C(=C2)N=CN=C3NC4=C(C=C(C=C4)Br)F)OC. Drug 2: CN(C)N=NC1=C(NC=N1)C(=O)N. Cell line: OVCAR-8. Synergy scores: CSS=8.40, Synergy_ZIP=0.552, Synergy_Bliss=4.91, Synergy_Loewe=-1.03, Synergy_HSA=2.55.